Dataset: Reaction yield outcomes from USPTO patents with 853,638 reactions. Task: Predict the reaction yield, written as a fraction of the theoretical maximum amount of product (1.0 means a 100% yield; for example, 0.34 means a 34% yield). (1) The reactants are C[Si]([N-][Si](C)(C)C)(C)C.[Li+].[CH3:11][C:12]1([C:15](=[O:17])[CH3:16])[CH2:14][CH2:13]1.[N:18]([CH:21]1[CH:28]2[CH2:29][C:24]3([O:31][CH2:32][C:33]4[CH:38]=[CH:37][CH:36]=[CH:35][CH:34]=4)[CH2:25][CH:26]([CH2:30][CH:22]1[CH2:23]3)[CH2:27]2)=[C:19]=[O:20].[NH4+].[Cl-]. The catalyst is C1COCC1. The product is [CH3:11][C:12]1([C:15](=[O:17])[CH2:16][C:19]([NH:18][CH:21]2[CH:22]3[CH2:30][CH:26]4[CH2:25][C:24]([O:31][CH2:32][C:33]5[CH:34]=[CH:35][CH:36]=[CH:37][CH:38]=5)([CH2:29][CH:28]2[CH2:27]4)[CH2:23]3)=[O:20])[CH2:14][CH2:13]1. The yield is 0.510. (2) The reactants are [N:1]1([CH2:7][CH2:8][NH:9][C:10](=[O:27])[C@H:11]([CH2:20][CH:21]2[CH2:26][CH2:25][CH2:24][CH2:23][CH2:22]2)[NH:12]C(OC(C)(C)C)=O)[CH2:6][CH2:5][CH2:4][CH2:3][CH2:2]1.Cl.C(OCC)(=O)C. The catalyst is C(OCC)(=O)C. The product is [N:1]1([CH2:7][CH2:8][NH:9][C:10](=[O:27])[C@H:11]([CH2:20][CH:21]2[CH2:26][CH2:25][CH2:24][CH2:23][CH2:22]2)[NH2:12])[CH2:6][CH2:5][CH2:4][CH2:3][CH2:2]1. The yield is 0.970. (3) The reactants are [S:1]1[C:5]2[CH:6]=[CH:7][CH:8]=[CH:9][C:4]=2[C:3]([N:10]2[CH2:15][CH2:14][N:13]([CH2:16][CH2:17][C:18]3[CH:23]=[CH:22][CH:21]=[CH:20][C:19]=3[NH2:24])[CH2:12][CH2:11]2)=[N:2]1.[CH3:25][C:26]([CH3:28])=O.CC(O)=O.[BH-](OC(C)=O)(OC(C)=O)OC(C)=O.[Na+]. The catalyst is C(Cl)CCl. The product is [S:1]1[C:5]2[CH:6]=[CH:7][CH:8]=[CH:9][C:4]=2[C:3]([N:10]2[CH2:15][CH2:14][N:13]([CH2:16][CH2:17][C:18]3[CH:23]=[CH:22][CH:21]=[CH:20][C:19]=3[NH:24][CH:26]([CH3:28])[CH3:25])[CH2:12][CH2:11]2)=[N:2]1. The yield is 1.00. (4) The reactants are [Cr](Cl)([O-])(=O)=O.[NH+]1C=CC=CC=1.[CH3:12][O:13][C:14]1[C:15]([CH3:22])=[C:16]([CH2:20][OH:21])[CH:17]=[CH:18][CH:19]=1.CCOCC.CCCCCC. The catalyst is ClCCl.C(OCC)C. The product is [CH3:12][O:13][C:14]1[C:15]([CH3:22])=[C:16]([CH:17]=[CH:18][CH:19]=1)[CH:20]=[O:21]. The yield is 0.970.